This data is from Reaction yield outcomes from USPTO patents with 853,638 reactions. The task is: Predict the reaction yield, written as a fraction of the theoretical maximum amount of product (1.0 means a 100% yield; for example, 0.34 means a 34% yield). (1) The reactants are [Cl:1][C:2]1[CH:3]=[CH:4][C:5]2[C:14]3[C:9](=[CH:10][C:11](B4OC(C)(C)C(C)(C)O4)=[CH:12][CH:13]=3)[O:8][CH2:7][C:6]=2[CH:24]=1.Br[C:26]1[CH:27]=[CH:28][C:29]2[N:33]=[C:32]([C@@H:34]3[C@@H:39]4[CH2:40][C@@H:36]([CH2:37][CH2:38]4)[N:35]3[C:41]([O:43][C:44]([CH3:47])([CH3:46])[CH3:45])=[O:42])[NH:31][C:30]=2[CH:48]=1.C(=O)([O-])[O-].[K+].[K+]. The catalyst is COCCOC.CN(C)C=O.[Pd].C1(P(C2C=CC=CC=2)C2C=CC=CC=2)C=CC=CC=1.C1(P(C2C=CC=CC=2)C2C=CC=CC=2)C=CC=CC=1.C1(P(C2C=CC=CC=2)C2C=CC=CC=2)C=CC=CC=1.C1(P(C2C=CC=CC=2)C2C=CC=CC=2)C=CC=CC=1.C1C=CC(P(C2C=CC=CC=2)[C-]2C=CC=C2)=CC=1.C1C=CC(P(C2C=CC=CC=2)[C-]2C=CC=C2)=CC=1.Cl[Pd]Cl.[Fe+2]. The product is [Cl:1][C:2]1[CH:3]=[CH:4][C:5]2[C:14]3[C:9](=[CH:10][C:11]([C:27]4[CH:26]=[CH:48][C:30]5[N:31]=[C:32]([C@H:34]6[CH:39]7[CH2:40][C@H:36]([CH2:37][CH2:38]7)[N:35]6[C:41]([O:43][C:44]([CH3:46])([CH3:45])[CH3:47])=[O:42])[NH:33][C:29]=5[CH:28]=4)=[CH:12][CH:13]=3)[O:8][CH2:7][C:6]=2[CH:24]=1. The yield is 0.250. (2) The reactants are [F:1][C:2]1[CH:7]=[CH:6][CH:5]=[C:4]([O:8][C:9]2[CH:14]=[CH:13][C:12](I)=[CH:11][CH:10]=2)[C:3]=1[F:16].[CH3:17][C:18]1([CH3:34])[C:22]([CH3:24])([CH3:23])[O:21][B:20]([B:20]2[O:21][C:22]([CH3:24])([CH3:23])[C:18]([CH3:34])([CH3:17])[O:19]2)[O:19]1.C([O-])(=O)C.[K+]. The catalyst is CN(C)C=O.O.CC([O-])=O.CC([O-])=O.[Pd+2]. The product is [F:16][C:3]1[C:2]([F:1])=[CH:7][CH:6]=[CH:5][C:4]=1[O:8][C:9]1[CH:14]=[CH:13][C:12]([B:20]2[O:21][C:22]([CH3:24])([CH3:23])[C:18]([CH3:34])([CH3:17])[O:19]2)=[CH:11][CH:10]=1. The yield is 0.750. (3) The catalyst is C1COCC1. The product is [OH:12][CH2:11][CH2:10][CH2:9][CH2:8][CH2:7][CH2:6][CH2:5][CH2:4][C:3]([O:2][CH3:1])=[O:14]. The reactants are [CH3:1][O:2][C:3](=[O:14])[CH2:4][CH2:5][CH2:6][CH2:7][CH2:8][CH2:9][CH2:10][C:11](O)=[O:12]. The yield is 0.990. (4) The reactants are C([O:3][C:4](=[O:25])[CH2:5][CH2:6][C:7]1[CH:12]=[CH:11][C:10]([O:13][CH2:14][CH2:15][C@H:16]([O:18]S(C)(=O)=O)[CH3:17])=[CH:9][C:8]=1[CH2:23][CH3:24])C.[Cl:26][C:27]1[CH:32]=[CH:31][C:30](O)=[C:29]([O:34][C:35]2[CH:40]=[CH:39][C:38]([CH3:41])=[CH:37][CH:36]=2)[CH:28]=1. No catalyst specified. The product is [Cl:26][C:27]1[CH:32]=[CH:31][C:30]([O:18][C@@H:16]([CH3:17])[CH2:15][CH2:14][O:13][C:10]2[CH:11]=[CH:12][C:7]([CH2:6][CH2:5][C:4]([OH:3])=[O:25])=[C:8]([CH2:23][CH3:24])[CH:9]=2)=[C:29]([O:34][C:35]2[CH:36]=[CH:37][C:38]([CH3:41])=[CH:39][CH:40]=2)[CH:28]=1. The yield is 0.600. (5) The reactants are [CH:1]1([CH2:5][N:6]2[CH2:11][CH2:10][N:9]([C:12](=[O:24])[CH2:13][C:14]3[CH:22]=[CH:21][C:17]([C:18](O)=[O:19])=[CH:16][C:15]=3[CH3:23])[CH2:8][CH2:7]2)[CH2:4][CH2:3][CH2:2]1.[CH3:25][N:26]1[C:35]2[NH:34][C:33]3[CH:36]=[CH:37][CH:38]=[CH:39][C:32]=3[NH:31][CH2:30][C:29]=2[CH:28]=[N:27]1.CCN(C(C)C)C(C)C. The catalyst is CN(C1C=CN=CC=1)C.ClCCl. The product is [CH:1]1([CH2:5][N:6]2[CH2:7][CH2:8][N:9]([C:12](=[O:24])[CH2:13][C:14]3[CH:22]=[CH:21][C:17]([C:18]([N:31]4[CH2:30][C:29]5[CH:28]=[N:27][N:26]([CH3:25])[C:35]=5[NH:34][C:33]5[CH:36]=[CH:37][CH:38]=[CH:39][C:32]4=5)=[O:19])=[CH:16][C:15]=3[CH3:23])[CH2:10][CH2:11]2)[CH2:4][CH2:3][CH2:2]1. The yield is 0.320. (6) The reactants are [C:1](=[O:4])([O-])[NH2:2].[N:5]1[CH:10]=[CH:9][CH:8]=[C:7]([NH2:11])[N:6]=1.[F:12][C:13]([F:34])([F:33])[C:14]1[CH:15]=[C:16]([C:20]2[CH:21]=[CH:22][C:23]3[N:29]4[CH2:30][CH2:31][CH:26]([CH2:27][CH2:28]4)N[C:24]=3[N:32]=2)[CH:17]=[CH:18][CH:19]=1. The catalyst is CN(C1C=CN=CC=1)C.C(#N)C.CCOC(C)=O. The product is [N:5]1[CH:10]=[CH:9][CH:8]=[C:7]([NH:11][C:1]([N:2]2[CH:26]3[CH2:27][CH2:28][N:29]([CH2:30][CH2:31]3)[C:23]3[CH:22]=[CH:21][C:20]([C:16]4[CH:17]=[CH:18][CH:19]=[C:14]([C:13]([F:12])([F:33])[F:34])[CH:15]=4)=[N:32][C:24]2=3)=[O:4])[N:6]=1. The yield is 0.306. (7) The reactants are [NH:1]1[CH:5]=[CH:4][N:3]=[C:2]1[C:6]1[CH2:11][CH2:10][N:9]([C:12]([O:14][C:15]([CH3:18])([CH3:17])[CH3:16])=[O:13])[CH2:8][CH:7]=1. The catalyst is [Pd].C(O)C. The product is [NH:1]1[CH:5]=[CH:4][N:3]=[C:2]1[CH:6]1[CH2:7][CH2:8][N:9]([C:12]([O:14][C:15]([CH3:18])([CH3:17])[CH3:16])=[O:13])[CH2:10][CH2:11]1. The yield is 0.990. (8) The reactants are [Si:1]([O:8][CH2:9][C@H:10]1[C@H:14]([O:15][CH:16]2[CH2:21][CH2:20][CH2:19][CH2:18][O:17]2)[CH2:13][C@H:12]([OH:22])[C@@H:11]1[CH2:23][CH2:24][CH2:25][CH2:26][CH2:27][CH2:28][C:29]([O:31][CH3:32])=[O:30])([C:4]([CH3:7])([CH3:6])[CH3:5])([CH3:3])[CH3:2].N1C=CC=CC=1.[C:39](Cl)(=[O:41])[CH3:40].O. The catalyst is ClCCl. The product is [C:39]([O:22][C@@H:12]1[C@H:11]([CH2:23][CH2:24][CH2:25][CH2:26][CH2:27][CH2:28][C:29]([O:31][CH3:32])=[O:30])[C@@H:10]([CH2:9][O:8][Si:1]([C:4]([CH3:7])([CH3:6])[CH3:5])([CH3:2])[CH3:3])[C@H:14]([O:15][CH:16]2[CH2:21][CH2:20][CH2:19][CH2:18][O:17]2)[CH2:13]1)(=[O:41])[CH3:40]. The yield is 0.999. (9) The reactants are [N+:1]([C:4]1[CH:9]=[CH:8][CH:7]=[CH:6][C:5]=1[C:10]1[N:11]=[C:12]2[N:16]([CH:17]=1)[C:15]([CH2:18]O)=[CH:14][S:13]2)([O-:3])=[O:2].S(Cl)([Cl:22])=O. The catalyst is ClCCl.CN(C=O)C. The product is [Cl:22][CH2:18][C:15]1[N:16]2[CH:17]=[C:10]([C:5]3[CH:6]=[CH:7][CH:8]=[CH:9][C:4]=3[N+:1]([O-:3])=[O:2])[N:11]=[C:12]2[S:13][CH:14]=1. The yield is 1.00. (10) The reactants are C(OC(=O)[NH:10][C@H:11]1[CH2:16][CH2:15][C@H:14]([O:17][Si:18]([C:21]([CH3:24])([CH3:23])[CH3:22])([CH3:20])[CH3:19])[CH2:13][CH2:12]1)C1C=CC=CC=1.[H][H]. The catalyst is CCOC(C)=O.[Pd]. The product is [C:21]([Si:18]([CH3:20])([CH3:19])[O:17][C@H:14]1[CH2:13][CH2:12][C@H:11]([NH2:10])[CH2:16][CH2:15]1)([CH3:24])([CH3:23])[CH3:22]. The yield is 0.990.